This data is from Catalyst prediction with 721,799 reactions and 888 catalyst types from USPTO. The task is: Predict which catalyst facilitates the given reaction. (1) Reactant: Cl.[OH:2][NH2:3].CC([O-])=O.[Na+].[C:9]([C:12]1[CH:17]=[CH:16][CH:15]=[CH:14][CH:13]=1)(=O)[CH3:10]. Product: [C:9](=[N:3][OH:2])([C:12]1[CH:17]=[CH:16][CH:15]=[CH:14][CH:13]=1)[CH3:10]. The catalyst class is: 14. (2) Reactant: O[C:2]([C:24]1[CH:41]=[CH:40][C:27]2[N:28](COCC[Si](C)(C)C)[C:29](=[O:31])[S:30][C:26]=2[CH:25]=1)([C:4]1[S:5][CH:6]=[C:7]([C:9]2[CH:14]=[CH:13][C:12]([CH2:15][CH2:16][O:17]C3CCCCO3)=[CH:11][N:10]=2)[N:8]=1)[CH3:3].FC(F)(F)C(O)=O. Product: [OH:17][CH2:16][CH2:15][C:12]1[CH:13]=[CH:14][C:9]([C:7]2[N:8]=[C:4]([C:2]([C:24]3[CH:41]=[CH:40][C:27]4[NH:28][C:29](=[O:31])[S:30][C:26]=4[CH:25]=3)=[CH2:3])[S:5][CH:6]=2)=[N:10][CH:11]=1. The catalyst class is: 4. (3) Reactant: Cl.[NH:2]1[CH2:7][CH2:6][CH2:5][C@H:4]([C:8]([NH2:10])=[O:9])[CH2:3]1.C(N(CC)CC)C.[F:18][C:19]1[CH:27]=[CH:26][C:22]([C:23](Cl)=[O:24])=[CH:21][CH:20]=1.[OH-].[Na+]. Product: [F:18][C:19]1[CH:27]=[CH:26][C:22]([C:23]([N:2]2[CH2:7][CH2:6][CH2:5][C@H:4]([C:8]([NH2:10])=[O:9])[CH2:3]2)=[O:24])=[CH:21][CH:20]=1. The catalyst class is: 4. (4) Reactant: [C:1]([O:5][C:6]([NH:8][C@@H:9]([C:18]1[CH:23]=[CH:22][CH:21]=[CH:20][CH:19]=1)[C:10]([F:17])([F:16])[C:11]([O:13]CC)=[O:12])=[O:7])([CH3:4])([CH3:3])[CH3:2].[OH-].[Na+]. Product: [C:1]([O:5][C:6]([NH:8][C@@H:9]([C:18]1[CH:23]=[CH:22][CH:21]=[CH:20][CH:19]=1)[C:10]([F:17])([F:16])[C:11]([OH:13])=[O:12])=[O:7])([CH3:4])([CH3:2])[CH3:3]. The catalyst class is: 5. (5) Reactant: [N+:1]([C:4]1[CH:5]=[C:6]([CH:10]=[C:11]([N+:13]([O-:15])=[O:14])[CH:12]=1)[C:7](Cl)=[O:8])([O-:3])=[O:2].C(N(CC)CC)C.[CH2:23]([OH:26])[CH2:24][OH:25].[Br:27][C:28]([CH3:33])([CH3:32])[C:29](Br)=[O:30]. Product: [Br:27][C:28]([CH3:33])([CH3:32])[C:29]([O:25][CH2:24][CH2:23][O:26][C:7](=[O:8])[C:6]1[CH:5]=[C:4]([N+:1]([O-:3])=[O:2])[CH:12]=[C:11]([N+:13]([O-:15])=[O:14])[CH:10]=1)=[O:30]. The catalyst class is: 1.